This data is from Reaction yield outcomes from USPTO patents with 853,638 reactions. The task is: Predict the reaction yield, written as a fraction of the theoretical maximum amount of product (1.0 means a 100% yield; for example, 0.34 means a 34% yield). (1) The reactants are FC(F)(F)S([O:6][Si:7]([CH:14]([CH3:16])[CH3:15])([CH:11]([CH3:13])[CH3:12])[CH:8]([CH3:10])[CH3:9])(=O)=O.[F:19][C:20]1[CH:21]=[CH:22][C:23]2[N:24]([C:26]([N:29]3[CH2:34][CH2:33][C:32]([CH3:36])(O)[CH2:31][CH2:30]3)=[N:27][N:28]=2)[CH:25]=1.CCN(CC)CC. The catalyst is C(Cl)Cl. The product is [F:19][C:20]1[CH:21]=[CH:22][C:23]2[N:24]([C:26]([N:29]3[CH2:34][CH2:33][C:32]([CH3:36])([O:6][Si:7]([CH:8]([CH3:9])[CH3:10])([CH:11]([CH3:12])[CH3:13])[CH:14]([CH3:15])[CH3:16])[CH2:31][CH2:30]3)=[N:27][N:28]=2)[CH:25]=1. The yield is 0.960. (2) The reactants are [CH:1]([NH:4][C:5]1[O:6][C:7]([C:10]2[CH:11]=[C:12]3[C:16](=[CH:17][CH:18]=2)[NH:15][CH:14]=[C:13]3[C:19]2[CH:24]=[C:23]([O:25]CC3C=CC(OC)=CC=3)[N:22]=[C:21]([NH:35][CH:36]([CH3:38])[CH3:37])[N:20]=2)=[N:8][N:9]=1)([CH3:3])[CH3:2].C(O)(C(F)(F)F)=O. The catalyst is C(Cl)Cl. The product is [CH:36]([NH:35][C:21]1[NH:22][C:23](=[O:25])[CH:24]=[C:19]([C:13]2[C:12]3[C:16](=[CH:17][CH:18]=[C:10]([C:7]4[O:6][C:5]([NH:4][CH:1]([CH3:3])[CH3:2])=[N:9][N:8]=4)[CH:11]=3)[NH:15][CH:14]=2)[N:20]=1)([CH3:38])[CH3:37]. The yield is 0.339. (3) The reactants are [O:1]1[CH2:6][CH2:5][N:4]([C:7]2[CH:8]=[C:9]([CH:11]=[C:12]([N:14]3[CH2:19][CH2:18][O:17][CH2:16][CH2:15]3)[CH:13]=2)[NH2:10])[CH2:3][CH2:2]1.Cl[C:21]1[N:26]=[C:25]([N:27]([CH3:38])[C:28]2[CH:29]=[C:30]([C:35](=[O:37])[CH3:36])[CH:31]=[CH:32][C:33]=2[CH3:34])[CH:24]=[CH:23][N:22]=1. The catalyst is CC(O)C.Cl. The product is [O:17]1[CH2:16][CH2:15][N:14]([C:12]2[CH:11]=[C:9]([NH:10][C:21]3[N:26]=[C:25]([N:27]([CH3:38])[C:28]4[CH:29]=[C:30]([C:35](=[O:37])[CH3:36])[CH:31]=[CH:32][C:33]=4[CH3:34])[CH:24]=[CH:23][N:22]=3)[CH:8]=[C:7]([N:4]3[CH2:5][CH2:6][O:1][CH2:2][CH2:3]3)[CH:13]=2)[CH2:19][CH2:18]1. The yield is 0.718.